This data is from Full USPTO retrosynthesis dataset with 1.9M reactions from patents (1976-2016). The task is: Predict the reactants needed to synthesize the given product. (1) Given the product [OH:28][CH:16]1[CH:15]([C:12]2[N:13]=[CH:14][C:9]([OH:8])=[CH:10][N:11]=2)[CH2:20][CH2:19][N:18]([C:21]([O:23][C:24]([CH3:27])([CH3:26])[CH3:25])=[O:22])[CH2:17]1, predict the reactants needed to synthesize it. The reactants are: C([O:8][C:9]1[CH:10]=[N:11][C:12]([CH:15]2[CH2:20][CH2:19][N:18]([C:21]([O:23][C:24]([CH3:27])([CH3:26])[CH3:25])=[O:22])[CH2:17][CH:16]2[OH:28])=[N:13][CH:14]=1)C1C=CC=CC=1. (2) The reactants are: [F:1][CH:2]([F:16])[O:3][C:4]1[CH:9]=[CH:8][C:7]([C:10]#[C:11][Si](C)(C)C)=[CH:6][CH:5]=1.C(=O)([O-])[O-].[Cs+].[Cs+]. Given the product [F:1][CH:2]([F:16])[O:3][C:4]1[CH:9]=[CH:8][C:7]([C:10]#[CH:11])=[CH:6][CH:5]=1, predict the reactants needed to synthesize it. (3) The reactants are: [Cl:1][C:2]1[CH:27]=[C:26]([N+:28]([O-])=O)[CH:25]=[CH:24][C:3]=1[C:4]([NH:6][C:7]1[CH:12]=[CH:11][CH:10]=[CH:9][C:8]=1/[CH:13]=[CH:14]/[C:15]1[C:23]2[C:18](=[CH:19][CH:20]=[CH:21][CH:22]=2)[NH:17][N:16]=1)=[O:5].[Sn](Cl)Cl.[OH-].[Na+]. Given the product [NH2:28][C:26]1[CH:25]=[CH:24][C:3]([C:4]([NH:6][C:7]2[CH:12]=[CH:11][CH:10]=[CH:9][C:8]=2/[CH:13]=[CH:14]/[C:15]2[C:23]3[C:18](=[CH:19][CH:20]=[CH:21][CH:22]=3)[NH:17][N:16]=2)=[O:5])=[C:2]([Cl:1])[CH:27]=1, predict the reactants needed to synthesize it. (4) Given the product [Cl:1][C:2]1[C:3]([F:45])=[C:4]([C@H:8]2[C@H:9]3[N:10]([C@H:49]([CH:46]4[CH2:48][CH2:47]4)[N:30]([C:31]4[CH:39]=[CH:38][C:34]([C:35]([OH:37])=[O:36])=[CH:33][CH:32]=4)[C:28]3=[O:29])[C@@H:11]([CH2:23][C:24]([CH3:26])([CH3:25])[CH3:27])[C@@:12]2([C:15]2[CH:20]=[CH:19][C:18]([Cl:21])=[CH:17][C:16]=2[F:22])[C:13]#[N:14])[CH:5]=[CH:6][CH:7]=1, predict the reactants needed to synthesize it. The reactants are: [Cl:1][C:2]1[C:3]([F:45])=[C:4]([C@@H:8]2[C@:12]([C:15]3[CH:20]=[CH:19][C:18]([Cl:21])=[CH:17][C:16]=3[F:22])([C:13]#[N:14])[C@H:11]([CH2:23][C:24]([CH3:27])([CH3:26])[CH3:25])[NH:10][C@H:9]2[C:28]([NH:30][C:31]2[CH:39]=[CH:38][C:34]([C:35]([OH:37])=[O:36])=[CH:33][C:32]=2OC(F)(F)F)=[O:29])[CH:5]=[CH:6][CH:7]=1.[CH:46]1([CH:49]=O)[CH2:48][CH2:47]1.CC(O)=O.C(O[BH-](OC(=O)C)OC(=O)C)(=O)C.[Na+]. (5) Given the product [NH2:41][C:2]1[C:11]2[C:6](=[CH:7][C:8]([CH2:12][N:13]3[CH2:18][CH2:17][N:16]([CH2:19][CH:20]=[CH:21][C:22]4[S:23][C:24]([Cl:27])=[CH:25][CH:26]=4)[C@@H:15]([CH3:28])[C:14]3=[O:29])=[CH:9][CH:10]=2)[N:5]=[CH:4][CH:3]=1, predict the reactants needed to synthesize it. The reactants are: Cl[C:2]1[C:11]2[C:6](=[CH:7][C:8]([CH2:12][N:13]3[CH2:18][CH2:17][N:16]([CH2:19][CH:20]=[CH:21][C:22]4[S:23][C:24]([Cl:27])=[CH:25][CH:26]=4)[C@@H:15]([CH3:28])[C:14]3=[O:29])=[CH:9][CH:10]=2)[N:5]=[CH:4][CH:3]=1.C1(O)C=CC=CC=1.C([O-])(=O)C.[NH4+:41]. (6) Given the product [NH2:3][C:6]1[CH:7]=[C:8]2[C:12](=[CH:13][CH:14]=1)[C:11](=[O:15])[NH:10][CH2:9]2, predict the reactants needed to synthesize it. The reactants are: [NH4+].[Cl-].[N+:3]([C:6]1[CH:7]=[C:8]2[C:12](=[CH:13][CH:14]=1)[C:11](=[O:15])[NH:10][CH2:9]2)([O-])=O.COC(C)(C)C. (7) Given the product [Cl:24][C:25]1[O:29][C:8]([CH:5]2[O:4][C:3](=[O:9])[N:2]([CH3:1])[CH2:10]2)=[CH:27][CH:26]=1, predict the reactants needed to synthesize it. The reactants are: [CH3:1][N:2]([CH3:10])[C:3](=[O:9])[O:4][C:5]([CH3:8])(C)C.CN(C)CCN(C)C.C([Li])(CC)C.[Cl:24][C:25]1[O:29]C(C=O)=[CH:27][CH:26]=1.